From a dataset of Catalyst prediction with 721,799 reactions and 888 catalyst types from USPTO. Predict which catalyst facilitates the given reaction. (1) Reactant: [CH3:1][C:2]1[CH:3]=[C:4]([NH2:10])[C:5]([NH2:9])=[CH:6][C:7]=1[CH3:8].[F:11][C:12]([F:19])([F:18])[CH:13]([OH:17])[C:14](O)=O.Cl.C(=O)(O)[O-].[Na+]. Product: [CH3:1][C:2]1[C:7]([CH3:8])=[CH:6][C:5]2[NH:9][C:14]([CH:13]([OH:17])[C:12]([F:19])([F:18])[F:11])=[N:10][C:4]=2[CH:3]=1. The catalyst class is: 69. (2) Reactant: [N:1]1[CH:6]=[CH:5][N:4]=[CH:3][C:2]=1[C:7]1[CH:8]=[C:9]([CH:11]=[CH:12][CH:13]=1)[NH2:10].N1C=CC=CC=1.[C:20]1([C:33](Cl)=[O:34])[C:32]2[CH2:31][C:30]3[C:25](=[CH:26][CH:27]=[CH:28][CH:29]=3)[C:24]=2[CH:23]=[CH:22][CH:21]=1. Product: [N:1]1[CH:6]=[CH:5][N:4]=[CH:3][C:2]=1[C:7]1[CH:8]=[C:9]([NH:10][C:33]([C:20]2[C:32]3[CH2:31][C:30]4[C:25](=[CH:26][CH:27]=[CH:28][CH:29]=4)[C:24]=3[CH:23]=[CH:22][CH:21]=2)=[O:34])[CH:11]=[CH:12][CH:13]=1. The catalyst class is: 4. (3) Reactant: [C:1]([N:5]1[C:10](=[O:11])[C:9](Cl)=[C:8]([Cl:13])[CH:7]=[N:6]1)([CH3:4])([CH3:3])[CH3:2].[CH3:14][Mg]Br.Cl. Product: [C:1]([N:5]1[C:10](=[O:11])[C:9]([CH3:14])=[C:8]([Cl:13])[CH:7]=[N:6]1)([CH3:4])([CH3:3])[CH3:2]. The catalyst class is: 28. (4) Reactant: [Br:1][C:2]1[CH:3]=[C:4]([Cl:11])[C:5]([OH:10])=[C:6]([CH:9]=1)[CH:7]=O.Cl.[NH2:13]O.C(O[Na])=O.O. Product: [Br:1][C:2]1[CH:3]=[C:4]([Cl:11])[C:5]([OH:10])=[C:6]([CH:9]=1)[C:7]#[N:13]. The catalyst class is: 106.